This data is from Forward reaction prediction with 1.9M reactions from USPTO patents (1976-2016). The task is: Predict the product of the given reaction. (1) Given the reactants [CH2:1]([N:5]1[C@H:10]([C:11]2[CH:16]=[CH:15][C:14]([Cl:17])=[CH:13][CH:12]=2)[C@@H:9]([C:18]2[CH:23]=[CH:22][CH:21]=[C:20]([Cl:24])[CH:19]=2)[O:8][C@@H:7]([CH2:25][C:26]([O:28]C(C)(C)C)=[O:27])[C:6]1=[O:33])[CH2:2][CH2:3][CH3:4].FC(F)(F)C(O)=O, predict the reaction product. The product is: [CH2:1]([N:5]1[C@H:10]([C:11]2[CH:12]=[CH:13][C:14]([Cl:17])=[CH:15][CH:16]=2)[C@@H:9]([C:18]2[CH:23]=[CH:22][CH:21]=[C:20]([Cl:24])[CH:19]=2)[O:8][C@@H:7]([CH2:25][C:26]([OH:28])=[O:27])[C:6]1=[O:33])[CH2:2][CH2:3][CH3:4]. (2) Given the reactants [CH3:1][C:2]1([C:7]2[N:12]=[C:11]([CH2:13][N:14]3[CH:18]=[C:17]([NH2:19])[CH:16]=[N:15]3)[CH:10]=[CH:9][CH:8]=2)[O:6]CCO1.[F:20][C:21]([F:34])([F:33])[C:22]1[CH:27]=[CH:26][C:25](/[CH:28]=[CH:29]/[C:30](O)=[O:31])=[CH:24][CH:23]=1, predict the reaction product. The product is: [C:2]([C:7]1[N:12]=[C:11]([CH2:13][N:14]2[CH:18]=[C:17]([NH:19][C:30](=[O:31])/[CH:29]=[CH:28]/[C:25]3[CH:24]=[CH:23][C:22]([C:21]([F:33])([F:34])[F:20])=[CH:27][CH:26]=3)[CH:16]=[N:15]2)[CH:10]=[CH:9][CH:8]=1)(=[O:6])[CH3:1]. (3) Given the reactants [CH3:1][N:2]1[C:6]([CH:7]=C(C)C)=[N:5][C:4]([N:11]2[CH2:16][CH2:15][CH2:14][CH2:13][CH2:12]2)=[N:3]1.I([O-])(=O)(=O)=[O:18].[Na+], predict the reaction product. The product is: [CH3:1][N:2]1[C:6]([CH:7]=[O:18])=[N:5][C:4]([N:11]2[CH2:16][CH2:15][CH2:14][CH2:13][CH2:12]2)=[N:3]1.